Dataset: Full USPTO retrosynthesis dataset with 1.9M reactions from patents (1976-2016). Task: Predict the reactants needed to synthesize the given product. (1) The reactants are: [NH2:1][C:2]1[CH:7]=[CH:6][C:5]([CH2:8][CH2:9][C:10]([NH2:12])=[O:11])=[CH:4][C:3]=1[C:13]1[CH2:18][CH2:17][CH2:16][CH2:15][CH:14]=1.[C:19]([C:21]1[N:22]=[C:23]([C:34]([O-])=[O:35])[N:24]([CH2:26][O:27][CH2:28][CH2:29][Si:30]([CH3:33])([CH3:32])[CH3:31])[CH:25]=1)#[N:20].[K+].C1CN([P+](Br)(N2CCCC2)N2CCCC2)CC1.F[P-](F)(F)(F)(F)F.CCN(C(C)C)C(C)C. Given the product [C:10]([CH2:9][CH2:8][C:5]1[CH:6]=[CH:7][C:2]([NH:1][C:34]([C:23]2[N:24]([CH2:26][O:27][CH2:28][CH2:29][Si:30]([CH3:33])([CH3:32])[CH3:31])[CH:25]=[C:21]([C:19]#[N:20])[N:22]=2)=[O:35])=[C:3]([C:13]2[CH2:18][CH2:17][CH2:16][CH2:15][CH:14]=2)[CH:4]=1)(=[O:11])[NH2:12], predict the reactants needed to synthesize it. (2) Given the product [NH2:13][C:10]1[CH:11]=[CH:12][C:7]([N:2]([CH3:1])[S:3]([CH3:6])(=[O:5])=[O:4])=[CH:8][C:9]=1[N:16]1[CH2:17][CH2:18][CH2:19][CH2:20][CH2:21]1, predict the reactants needed to synthesize it. The reactants are: [CH3:1][N:2]([C:7]1[CH:12]=[CH:11][C:10]([N+:13]([O-])=O)=[C:9]([N:16]2[CH2:21][CH2:20][CH2:19][CH2:18][CH2:17]2)[CH:8]=1)[S:3]([CH3:6])(=[O:5])=[O:4].